Dataset: Full USPTO retrosynthesis dataset with 1.9M reactions from patents (1976-2016). Task: Predict the reactants needed to synthesize the given product. (1) Given the product [Cl:1][C:2]1[CH:3]=[C:4]2[C:12](=[CH:13][CH:14]=1)[NH:11][C:10]1[CH:9]([NH:21][C:20]3[CH:22]=[CH:23][C:17]([F:16])=[CH:18][CH:19]=3)[CH2:8][CH2:7][CH2:6][C:5]2=1, predict the reactants needed to synthesize it. The reactants are: [Cl:1][C:2]1[CH:3]=[C:4]2[C:12](=[CH:13][CH:14]=1)[NH:11][C:10]1[C:9](=O)[CH2:8][CH2:7][CH2:6][C:5]2=1.[F:16][C:17]1[CH:23]=[CH:22][C:20]([NH2:21])=[CH:19][CH:18]=1. (2) Given the product [CH3:12][O:11][C:3]1[CH:4]=[C:5]([N+:8]([O-:10])=[O:9])[CH:6]=[CH:7][C:2]=1[CH2:17][C:18]#[N:19], predict the reactants needed to synthesize it. The reactants are: Br[C:2]1[CH:7]=[CH:6][C:5]([N+:8]([O-:10])=[O:9])=[CH:4][C:3]=1[O:11][CH3:12].C[Si]([CH2:17][C:18]#[N:19])(C)C.